Dataset: Catalyst prediction with 721,799 reactions and 888 catalyst types from USPTO. Task: Predict which catalyst facilitates the given reaction. (1) Reactant: [C:1]([O:5][C:6]([NH:8][C@:9]1([C:14]([OH:16])=O)[CH2:11][C@H:10]1[CH:12]=[CH2:13])=[O:7])([CH3:4])([CH3:3])[CH3:2].[C:17](N1C=CN=C1)([N:19]1[CH:23]=CN=C1)=O.C[NH:30][S:31](NC)(=[O:33])=[O:32].C1CCN2C(=NCCC2)CC1. Product: [C:1]([O:5][C:6]([NH:8][C@:9]1([C:14]([NH:30][S:31]([N:19]([CH3:23])[CH3:17])(=[O:33])=[O:32])=[O:16])[CH2:11][C@H:10]1[CH:12]=[CH2:13])=[O:7])([CH3:4])([CH3:3])[CH3:2]. The catalyst class is: 68. (2) The catalyst class is: 3. Reactant: [C:1]([O:5][C:6](=[O:29])[NH:7][C:8]([CH3:28])([CH2:25][CH2:26][CH3:27])[CH2:9][NH:10][C:11]([C:13]1[C:14]([CH3:24])=[N:15][N:16]2[C:21]([OH:22])=[CH:20][C:19]([CH3:23])=[CH:18][C:17]=12)=[O:12])([CH3:4])([CH3:3])[CH3:2].C(=O)([O-])[O-].[Cs+].[Cs+].Br[CH2:37][C:38]1[C:43]([F:44])=[CH:42][CH:41]=[CH:40][N:39]=1. Product: [C:1]([O:5][C:6](=[O:29])[NH:7][C:8]([CH3:28])([CH2:25][CH2:26][CH3:27])[CH2:9][NH:10][C:11]([C:13]1[C:14]([CH3:24])=[N:15][N:16]2[C:21]([O:22][CH2:37][C:38]3[C:43]([F:44])=[CH:42][CH:41]=[CH:40][N:39]=3)=[CH:20][C:19]([CH3:23])=[CH:18][C:17]=12)=[O:12])([CH3:4])([CH3:3])[CH3:2]. (3) Reactant: [N:1]1([CH:6]2[CH:11]3[CH:7]2[CH2:8][N:9](C(OC(C)(C)C)=O)[CH2:10]3)[CH:5]=[N:4][N:3]=[N:2]1. Product: [N:1]1([CH:6]2[CH:7]3[CH:11]2[CH2:10][NH:9][CH2:8]3)[CH:5]=[N:4][N:3]=[N:2]1. The catalyst class is: 89.